From a dataset of Forward reaction prediction with 1.9M reactions from USPTO patents (1976-2016). Predict the product of the given reaction. Given the reactants [CH2:1]([O:3][C:4](=[O:15])[C:5]([OH:14])([C:10]([F:13])([F:12])[F:11])[CH2:6][C:7]([CH3:9])=[CH2:8])[CH3:2].[O:16]1[C:20]2[CH:21]=[CH:22][CH:23]=[CH:24][C:19]=2[CH2:18][CH2:17]1.[Al+3].[Cl-].[Cl-].[Cl-], predict the reaction product. The product is: [CH2:1]([O:3][C:4](=[O:15])[C:5]([OH:14])([C:10]([F:13])([F:12])[F:11])[CH2:6][C:7]([C:21]1[C:20]2[O:16][CH2:17][CH2:18][C:19]=2[CH:24]=[CH:23][CH:22]=1)([CH3:9])[CH3:8])[CH3:2].